This data is from Experimentally validated miRNA-target interactions with 360,000+ pairs, plus equal number of negative samples. The task is: Binary Classification. Given a miRNA mature sequence and a target amino acid sequence, predict their likelihood of interaction. (1) The miRNA is hsa-miR-670-3p with sequence UUUCCUCAUAUUCAUUCAGGA. The protein sequence of the target gene is MRRRVFSSQDWRASGWDGMGFFSRRTFCGRSGRSCRGQLVQVSRPEVSAGSLLLPAPQAEDHSSRILYPRPKSLLPKMMNADMDAVDAENQVELEEKTRLINQVLELQHTLEDLSARVDAVKEENLKLKSENQVLGQYIENLMSASSVFQTTDTKSKRK. Result: 1 (interaction). (2) The miRNA is hsa-miR-485-3p with sequence GUCAUACACGGCUCUCCUCUCU. The protein sequence of the target gene is MEEPPVREEEEEEGEEDEERDEVGPEGALGKSPFQLTAEDVYDISYLLGRELMALGSDPRVTQLQFKVVRVLEMLEALVNEGSLALEELKMERDHLRKEVEGLRRQSPPASGEVNLGPNKMVVDLTDPNRPRFTLQELRDVLQERNKLKSQLLVVQEELQCYKSGLIPPREGPGGRREKDAVVTSAKNAGRNKEEKTIIKKLFFFRSGKQT. Result: 0 (no interaction). (3) The miRNA is hsa-miR-1255a with sequence AGGAUGAGCAAAGAAAGUAGAUU. The protein sequence of the target gene is MACTKTLQQSQPISAGATTTTTAVAPAGGHSGSTECDLECLVCREPYSCPRLPKLLACQHAFCAICLKLLLCVQDNTWSITCPLCRKVTAVPGGLICSLRDHEAVVGQLAQPCTEVSLCPQGLVDPADLAAGHPSLVGEDGQDEVSANHVAARRLAAHLLLLALLIILIGPFIYPGVLRWVLTFIIALALLMSTLFCCLPSTRGSCWPSSRTLFCREQKHSHISSIA. Result: 0 (no interaction). (4) The miRNA is hsa-miR-2052 with sequence UGUUUUGAUAACAGUAAUGU. The protein sequence of the target gene is MSNPGGRRNGPVKLRLTVLCAKNLVKKDFFRLPDPFAKVVVDGSGQCHSTDTVKNTLDPKWNQHYDLYIGKSDSVTISVWNHKKIHKKQGAGFLGCVRLLSNAINRLKDTGYQRLDLCKLGPNDNDTVRGQIVVSLQSRDRIGTGGQVVDCSRLFDNDLPDGWEERRTASGRIQYLNHITRTTQWERPTRPASEYSSPGRPLSCFVDENTPISGTNGATCGQSSDPRLAERRVRSQRHRNYMSRTHLHTPPDLPEGYEQRTTQQGQVYFLHTQTGVSTWHDPRVPRDLSNINCEELGPLP.... Result: 0 (no interaction).